Dataset: Forward reaction prediction with 1.9M reactions from USPTO patents (1976-2016). Task: Predict the product of the given reaction. (1) Given the reactants Br[C:2]1[CH:3]=[C:4]2[C:8](=[N:9][CH:10]=1)[NH:7][CH:6]=[CH:5]2.O1CCCC1.[CH3:16][N:17]1[CH:21]=[C:20](B2OC(C)(C)C(C)(C)O2)[CH:19]=[N:18]1, predict the reaction product. The product is: [CH3:16][N:17]1[CH:21]=[C:20]([C:2]2[CH:3]=[C:4]3[CH:5]=[CH:6][NH:7][C:8]3=[N:9][CH:10]=2)[CH:19]=[N:18]1. (2) Given the reactants [Cl:1][C:2]1[CH:3]=[C:4]([CH:33]=[C:34]([C:36]([F:39])([F:38])[F:37])[CH:35]=1)[C:5]([N:7]([CH2:9][C@H:10]([C:26]1[CH:31]=[CH:30][C:29]([F:32])=[CH:28][CH:27]=1)[CH2:11][CH2:12]N1CC(N2CCN(C(=O)C)CC2)C1)[CH3:8])=[O:6].C(N(CC)CC)C.Cl.[NH:48]1[CH2:51][CH:50]([N:52]2[CH2:57][CH2:56][N:55]([C:58](=[O:62])[CH:59]([CH3:61])[CH3:60])[CH2:54][CH2:53]2)[CH2:49]1.C(O[BH-](OC(=O)C)OC(=O)C)(=O)C.[Na+], predict the reaction product. The product is: [Cl:1][C:2]1[CH:3]=[C:4]([CH:33]=[C:34]([C:36]([F:39])([F:37])[F:38])[CH:35]=1)[C:5]([N:7]([CH2:9][C@H:10]([C:26]1[CH:27]=[CH:28][C:29]([F:32])=[CH:30][CH:31]=1)[CH2:11][CH2:12][N:48]1[CH2:49][CH:50]([N:52]2[CH2:57][CH2:56][N:55]([C:58](=[O:62])[CH:59]([CH3:60])[CH3:61])[CH2:54][CH2:53]2)[CH2:51]1)[CH3:8])=[O:6].